From a dataset of Reaction yield outcomes from USPTO patents with 853,638 reactions. Predict the reaction yield, written as a fraction of the theoretical maximum amount of product (1.0 means a 100% yield; for example, 0.34 means a 34% yield). (1) The reactants are Br[C:2]1[CH:3]=[C:4]2[C:17](=[CH:18][CH:19]=1)[O:16][C:7]1=[N:8][C:9]3[CH:10]=[CH:11][CH:12]=[CH:13][C:14]=3[CH:15]=[C:6]1[C:5]2=[O:20].Br[C:22]1[CH:29]=[CH:28][C:25]([CH:26]=[O:27])=[CH:24][CH:23]=1.OCC1SC(B(O)O)=CC=1. No catalyst specified. The product is [O:20]=[C:5]1[C:6]2[C:7](=[N:8][C:9]3[CH:10]=[CH:11][CH:12]=[CH:13][C:14]=3[CH:15]=2)[O:16][C:17]2[C:4]1=[CH:3][C:2]([C:22]1[CH:29]=[CH:28][C:25]([CH:26]=[O:27])=[CH:24][CH:23]=1)=[CH:19][CH:18]=2. The yield is 0.520. (2) The reactants are C([O:8][C:9]1[CH:27]=[CH:26][C:12]([CH2:13][C:14]2[CH:18]=[C:17]([C:19]3[C:20]([NH2:25])=[N:21][CH:22]=[CH:23][CH:24]=3)[O:16][N:15]=2)=[CH:11][CH:10]=1)C1C=CC=CC=1.FC(F)(F)C(O)=O.C1(SC)C=CC=CC=1.C(=O)([O-])O.[Na+]. The catalyst is C(OCC)(=O)C. The product is [NH2:25][C:20]1[C:19]([C:17]2[O:16][N:15]=[C:14]([CH2:13][C:12]3[CH:26]=[CH:27][C:9]([OH:8])=[CH:10][CH:11]=3)[CH:18]=2)=[CH:24][CH:23]=[CH:22][N:21]=1. The yield is 1.00. (3) The reactants are [C:1]([O:5][C:6]([N:8]([CH2:26][C:27]([O:29][C:30]([CH3:33])([CH3:32])[CH3:31])=[O:28])[C:9]1[CH:14]=[CH:13][CH:12]=[C:11]([CH2:15][NH:16][S:17]([C:20]2[CH:25]=[CH:24][CH:23]=[CH:22][N:21]=2)(=[O:19])=[O:18])[N:10]=1)=[O:7])([CH3:4])([CH3:3])[CH3:2].[CH3:34][C:35]([C:41]1[CH:48]=[CH:47][C:44]([CH2:45]O)=[CH:43][CH:42]=1)([CH3:40])[CH2:36][CH2:37][CH2:38][CH3:39].C(P(CCCC)CCCC)CCC.CN(C)C(N=NC(N(C)C)=O)=O. The catalyst is O.O1CCCC1. The product is [C:1]([O:5][C:6]([N:8]([CH2:26][C:27]([O:29][C:30]([CH3:33])([CH3:32])[CH3:31])=[O:28])[C:9]1[CH:14]=[CH:13][CH:12]=[C:11]([CH:15]([CH2:45][C:44]2[CH:47]=[CH:48][C:41]([C:35]([CH3:34])([CH3:40])[CH2:36][CH2:37][CH2:38][CH3:39])=[CH:42][CH:43]=2)[NH:16][S:17]([C:20]2[CH:25]=[CH:24][CH:23]=[CH:22][N:21]=2)(=[O:19])=[O:18])[N:10]=1)=[O:7])([CH3:4])([CH3:3])[CH3:2]. The yield is 0.890. (4) The reactants are [NH2:1][C:2]1[CH:10]=[CH:9][CH:8]=[C:7]([Cl:11])[C:3]=1[C:4]([OH:6])=O.O=S(Cl)Cl.[NH2:16][C:17]1[C:18]([CH3:23])=[CH:19][CH:20]=[CH:21][CH:22]=1.C(Cl)(Cl)Cl. The catalyst is C1C=CC=CC=1. The product is [NH2:1][C:2]1[CH:10]=[CH:9][CH:8]=[C:7]([Cl:11])[C:3]=1[C:4]([NH:16][C:17]1[CH:22]=[CH:21][CH:20]=[CH:19][C:18]=1[CH3:23])=[O:6]. The yield is 0.550. (5) The reactants are C[O:2][C:3](=[O:39])[CH:4]([O:12][C:13]1[CH:22]=[CH:21][C:20]2[C:15](=[CH:16][CH:17]=[C:18]([CH2:23][NH:24][C:25]([C:27]3[C:31]4[CH:32]=[CH:33][CH:34]=[CH:35][C:30]=4[O:29][C:28]=3[CH2:36][CH3:37])=[O:26])[CH:19]=2)[C:14]=1[Br:38])[CH2:5][C:6]1[CH:11]=[CH:10][CH:9]=[CH:8][CH:7]=1.[OH-].[Na+].O.Cl. The catalyst is CO. The product is [Br:38][C:14]1[C:15]2[C:20](=[CH:19][C:18]([CH2:23][NH:24][C:25]([C:27]3[C:31]4[CH:32]=[CH:33][CH:34]=[CH:35][C:30]=4[O:29][C:28]=3[CH2:36][CH3:37])=[O:26])=[CH:17][CH:16]=2)[CH:21]=[CH:22][C:13]=1[O:12][CH:4]([CH2:5][C:6]1[CH:7]=[CH:8][CH:9]=[CH:10][CH:11]=1)[C:3]([OH:39])=[O:2]. The yield is 0.290. (6) The reactants are [N:1]([CH2:4][C@H:5]1[CH2:14][CH2:13][C:12]2[C:7](=[C:8]([C:16]3[CH:21]=[CH:20][CH:19]=[CH:18][C:17]=3[Cl:22])[C:9]([Cl:15])=[CH:10][CH:11]=2)[O:6]1)=[N+]=[N-].C1(P(C2C=CC=CC=2)C2C=CC=CC=2)C=CC=CC=1. No catalyst specified. The product is [ClH:15].[Cl:15][C:9]1[C:8]([C:16]2[CH:21]=[CH:20][CH:19]=[CH:18][C:17]=2[Cl:22])=[C:7]2[C:12]([CH2:13][CH2:14][C@H:5]([CH2:4][NH2:1])[O:6]2)=[CH:11][CH:10]=1. The yield is 0.450. (7) The reactants are [Cl:1][C:2]1[CH:3]=[C:4]([CH:8]=[CH:9][C:10]=1[N:11]([CH2:28][CH2:29][OH:30])[C:12]([C:14]1[S:27][C:17]2[C:18]3[CH:26]=[CH:25][CH:24]=[CH:23][C:19]=3[O:20][CH2:21][CH2:22][C:16]=2[CH:15]=1)=[O:13])[C:5](O)=[O:6].[CH3:31][N:32]([CH3:37])[CH2:33][CH2:34][NH:35][CH3:36]. No catalyst specified. The product is [Cl:1][C:2]1[CH:3]=[C:4]([C:5](=[O:6])[N:35]([CH2:34][CH2:33][N:32]([CH3:37])[CH3:31])[CH3:36])[CH:8]=[CH:9][C:10]=1[N:11]([CH2:28][CH2:29][OH:30])[C:12]([C:14]1[S:27][C:17]2[C:18]3[CH:26]=[CH:25][CH:24]=[CH:23][C:19]=3[O:20][CH2:21][CH2:22][C:16]=2[CH:15]=1)=[O:13]. The yield is 0.350. (8) The reactants are Br[C:2]1[CH:3]=[C:4]([CH2:8][CH:9]2[CH2:14][CH2:13][N:12]([C:15]([O:17][C:18]([CH3:21])([CH3:20])[CH3:19])=[O:16])[CH2:11][CH2:10]2)[CH:5]=[CH:6][CH:7]=1.[B:22]1([B:22]2[O:26][C:25]([CH3:28])([CH3:27])[C:24]([CH3:30])([CH3:29])[O:23]2)[O:26][C:25]([CH3:28])([CH3:27])[C:24]([CH3:30])([CH3:29])[O:23]1.C([O-])(=O)C.[K+]. The catalyst is CN(C=O)C.CCOC(C)=O.C1C=CC(P(C2C=CC=CC=2)[C-]2C=CC=C2)=CC=1.C1C=CC(P(C2C=CC=CC=2)[C-]2C=CC=C2)=CC=1.Cl[Pd]Cl.[Fe+2]. The product is [CH3:29][C:24]1([CH3:30])[C:25]([CH3:28])([CH3:27])[O:26][B:22]([C:2]2[CH:3]=[C:4]([CH2:8][CH:9]3[CH2:14][CH2:13][N:12]([C:15]([O:17][C:18]([CH3:21])([CH3:20])[CH3:19])=[O:16])[CH2:11][CH2:10]3)[CH:5]=[CH:6][CH:7]=2)[O:23]1. The yield is 0.740. (9) The reactants are [CH3:1][O:2][C:3](=[O:23])[C:4]1[CH:9]=[C:8](/[CH:10]=[C:11]2\[C:12](=[O:21])[NH:13][C:14]3[C:19]\2=[CH:18][CH:17]=[C:16]([Cl:20])[CH:15]=3)[CH:7]=[C:6]([Cl:22])[CH:5]=1.[C:24]([O:28][C:29](O[C:29]([O:28][C:24]([CH3:27])([CH3:26])[CH3:25])=[O:30])=[O:30])([CH3:27])([CH3:26])[CH3:25].C(N(CC)CC)C. The catalyst is CN(C)C1C=CN=CC=1.ClCCl. The product is [C:24]([O:28][C:29]([N:13]1[C:14]2[C:19](=[CH:18][CH:17]=[C:16]([Cl:20])[CH:15]=2)/[C:11](=[CH:10]/[C:8]2[CH:9]=[C:4]([C:3]([O:2][CH3:1])=[O:23])[CH:5]=[C:6]([Cl:22])[CH:7]=2)/[C:12]1=[O:21])=[O:30])([CH3:27])([CH3:26])[CH3:25]. The yield is 0.960.